Dataset: Reaction yield outcomes from USPTO patents with 853,638 reactions. Task: Predict the reaction yield, written as a fraction of the theoretical maximum amount of product (1.0 means a 100% yield; for example, 0.34 means a 34% yield). (1) The reactants are [NH:1]1[C:5]2[CH:6]=[CH:7][CH:8]=[CH:9][C:4]=2[N:3]=[C:2]1[C:10]1[C:14]([NH2:15])=[CH:13][NH:12][N:11]=1.[CH:16]1([C:21](Cl)=[O:22])[CH2:20][CH2:19][CH2:18][CH2:17]1.N1C2C=CC=CC=2N=C1C1C(NC(=O)C(C)C)=CNN=1. No catalyst specified. The product is [NH:3]1[C:4]2[CH:9]=[CH:8][CH:7]=[CH:6][C:5]=2[N:1]=[C:2]1[C:10]1[C:14]([NH:15][C:21]([CH:16]2[CH2:20][CH2:19][CH2:18][CH2:17]2)=[O:22])=[CH:13][NH:12][N:11]=1. The yield is 0.570. (2) The reactants are [CH3:1][N:2]1[C:11]2[C:6](=[CH:7][CH:8]=[CH:9][CH:10]=2)[C:5](=[O:12])[NH:4][C:3]1=[O:13].[CH2:14](Br)[CH:15]=[CH2:16]. No catalyst specified. The product is [CH2:16]([N:4]1[C:5](=[O:12])[C:6]2[C:11](=[CH:10][CH:9]=[CH:8][CH:7]=2)[N:2]([CH3:1])[C:3]1=[O:13])[CH:15]=[CH2:14]. The yield is 0.580.